This data is from Forward reaction prediction with 1.9M reactions from USPTO patents (1976-2016). The task is: Predict the product of the given reaction. (1) The product is: [CH:1]1([CH2:7][N:8]2[C:12]([C:13]3[CH:18]=[C:17]([C:19]([CH3:22])([CH3:20])[CH3:21])[CH:16]=[C:15]([C:23]([CH3:24])([CH3:25])[CH3:26])[CH:14]=3)=[CH:11][C:10]([S:27]([NH:30][CH2:35][CH2:36][C:37]([O:39][CH3:40])=[O:38])(=[O:29])=[O:28])=[C:9]2[CH3:31])[CH2:2][CH2:3][CH2:4][CH2:5][CH2:6]1. Given the reactants [CH:1]1([CH2:7][N:8]2[C:12]([C:13]3[CH:18]=[C:17]([C:19]([CH3:22])([CH3:21])[CH3:20])[CH:16]=[C:15]([C:23]([CH3:26])([CH3:25])[CH3:24])[CH:14]=3)=[CH:11][C:10]([S:27]([NH2:30])(=[O:29])=[O:28])=[C:9]2[CH3:31])[CH2:6][CH2:5][CH2:4][CH2:3][CH2:2]1.[H-].[Na+].Br[CH2:35][CH2:36][C:37]([O:39][CH2:40]C)=[O:38].O, predict the reaction product. (2) Given the reactants C([O:4][CH2:5][C:6]([CH3:54])([CH3:53])[CH2:7][N:8]1[C:14]2[CH:15]=[CH:16][C:17]([Cl:19])=[CH:18][C:13]=2[C@@H:12]([C:20]2[CH:25]=[CH:24][CH:23]=[C:22]([O:26][CH3:27])[C:21]=2[O:28][CH3:29])[O:11][C@H:10]([CH2:30][C:31]([NH:33][C:34]2[CH:35]=[CH:36][C:37]3[O:41][C:40]([C:42]([O:44]CC)=[O:43])=[C:39]([O:47][CH2:48][CH2:49][CH3:50])[C:38]=3[CH:51]=2)=[O:32])[C:9]1=[O:52])(=O)C.[OH-].[Na+].Cl, predict the reaction product. The product is: [Cl:19][C:17]1[CH:16]=[CH:15][C:14]2[N:8]([CH2:7][C:6]([CH3:54])([CH3:53])[CH2:5][OH:4])[C:9](=[O:52])[C@@H:10]([CH2:30][C:31]([NH:33][C:34]3[CH:35]=[CH:36][C:37]4[O:41][C:40]([C:42]([OH:44])=[O:43])=[C:39]([O:47][CH2:48][CH2:49][CH3:50])[C:38]=4[CH:51]=3)=[O:32])[O:11][C@H:12]([C:20]3[CH:25]=[CH:24][CH:23]=[C:22]([O:26][CH3:27])[C:21]=3[O:28][CH3:29])[C:13]=2[CH:18]=1. (3) The product is: [Cl:24][C:25]1[CH:31]=[C:30]([O:32][C:33]2[C:34]3[N:41]([CH3:42])[CH:40]=[CH:39][C:35]=3[N:36]=[CH:37][N:38]=2)[CH:29]=[CH:28][C:26]=1[NH:27][C:15]([NH:1][C:2]1[CH:6]=[C:5]([CH3:7])[O:4][N:3]=1)=[O:16]. Given the reactants [NH2:1][C:2]1[CH:6]=[C:5]([CH3:7])[O:4][N:3]=1.N1C=CC=CC=1.Cl[C:15](OC1C=CC=CC=1)=[O:16].[Cl:24][C:25]1[CH:31]=[C:30]([O:32][C:33]2[C:34]3[N:41]([CH3:42])[CH:40]=[CH:39][C:35]=3[N:36]=[CH:37][N:38]=2)[CH:29]=[CH:28][C:26]=1[NH2:27].[OH-].[Na+], predict the reaction product.